Dataset: Reaction yield outcomes from USPTO patents with 853,638 reactions. Task: Predict the reaction yield, written as a fraction of the theoretical maximum amount of product (1.0 means a 100% yield; for example, 0.34 means a 34% yield). (1) The reactants are [CH3:1][O:2][C:3]([C:5]1[CH:13]=[C:12]2[C:8]([C:9]([CH2:14][N:15]3[CH2:20][CH2:19][O:18][CH2:17][CH2:16]3)=[CH:10][NH:11]2)=[CH:7][CH:6]=1)=[O:4].[H-].[Na+].[CH3:23]I. The catalyst is CN(C)C=O. The product is [CH3:1][O:2][C:3]([C:5]1[CH:13]=[C:12]2[C:8]([C:9]([CH2:14][N:15]3[CH2:20][CH2:19][O:18][CH2:17][CH2:16]3)=[CH:10][N:11]2[CH3:23])=[CH:7][CH:6]=1)=[O:4]. The yield is 0.920. (2) The reactants are C1(C2(CCC3C=C(C(C)(C)CNC(C4C=CNN=4)=O)C=CC=3)CC(=O)CC(=O)O2)CCCC1.[Cl:34][CH2:35][C:36]#[N:37].[NH2:38][C:39]1[CH:43]=[CH:42][S:41][C:40]=1[C:44]([O:46]C)=O.Cl. The catalyst is O1CCOCC1. The product is [Cl:34][CH2:35][C:36]1[NH:37][C:44](=[O:46])[C:40]2[S:41][CH:42]=[CH:43][C:39]=2[N:38]=1. The yield is 0.850. (3) The reactants are [CH3:1][C:2]1[CH:7]=[C:6]([CH3:8])[N:5]2[N:9]=[C:10]([SH:12])[N:11]=[C:4]2[N:3]=1.[CH:13]1[CH:18]=[CH:17][C:16]([O:19][CH2:20][CH2:21]Br)=[CH:15][CH:14]=1. No catalyst specified. The product is [CH3:1][C:2]1[CH:7]=[C:6]([CH3:8])[N:5]2[N:9]=[C:10]([S:12][CH2:21][CH2:20][O:19][C:16]3[CH:17]=[CH:18][CH:13]=[CH:14][CH:15]=3)[N:11]=[C:4]2[N:3]=1. The yield is 0.650. (4) The reactants are [CH2:1]([Mg]Br)[CH3:2].[CH3:5][C:6]1[CH2:11][CH2:10][CH2:9][C:8](=O)[CH:7]=1.[NH4+].[Cl-]. The catalyst is C1COCC1.CCOCC.[Cl-].[Cl-].C1([Zr+2]C2C=CC=C2)C=CC=C1.Cl[Ti](Cl)(Cl)Cl. The product is [CH3:5][C:6]1[CH2:11][CH2:10][CH2:9][C:8]2([CH2:2][CH2:1]2)[CH:7]=1. The yield is 0.440. (5) The reactants are [Cl:1][C:2]1[C:3]([O:12][C:13]2[CH:18]=[C:17]([O:19][CH2:20][C:21](=[O:23])[CH3:22])[CH:16]=[CH:15][C:14]=2/[CH:24]=[CH:25]/[C:26]([O:28]CC)=[O:27])=[N:4][CH:5]=[C:6]([C:8]([F:11])([F:10])[F:9])[CH:7]=1.O1CCCC1.[OH-].[Na+].Cl. The catalyst is O.C(O)C. The product is [Cl:1][C:2]1[C:3]([O:12][C:13]2[CH:18]=[C:17]([O:19][CH2:20][C:21](=[O:23])[CH3:22])[CH:16]=[CH:15][C:14]=2/[CH:24]=[CH:25]/[C:26]([OH:28])=[O:27])=[N:4][CH:5]=[C:6]([C:8]([F:9])([F:11])[F:10])[CH:7]=1. The yield is 0.140.